From a dataset of Experimentally validated miRNA-target interactions with 360,000+ pairs, plus equal number of negative samples. Binary Classification. Given a miRNA mature sequence and a target amino acid sequence, predict their likelihood of interaction. (1) The miRNA is hsa-miR-431-3p with sequence CAGGUCGUCUUGCAGGGCUUCU. The protein sequence of the target gene is MVAGMLMPLDRLRAIYEVLFREGVMVAKKDRRPRSLHPHVPGVTNLQVMRAMASLKARGLVRETFAWCHFYWYLTNEGIDHLRQYLHLPPEIVPASLQRVRRPVAMVIPARRRSPHVQTMQGPLGCPPKRGPLPAEDPAREERQVYRRKEREEGAPETPVVSATTVGTLARPGPEPAPATDERDRVQKKTFTKWVNKHLIKHWRAEAQRHISDLYEDLRDGHNLISLLEVLSGDSLPREKGRMRFHKLQNVQIALDYLRHRQVKLVNIRNDDIADGNPKLTLGLIWTIILHFQISDIQVS.... Result: 0 (no interaction). (2) The miRNA is hsa-miR-6508-5p with sequence UCUAGAAAUGCAUGACCCACC. Result: 0 (no interaction). The protein sequence of the target gene is MFFSEARARSRTWEASPSEHRKWVEVFKACDEDHKGYLSREDFKTAVVMLFGYKPSKIEVDSVMSSINPNTSGILLEGFLNIVRKKKEAQRYRNEVRHIFTAFDTYYRGFLTLEDFKKAFRQVAPKLPERTVLEVFREVDRDSDGHVSFRDFEYALNYGQKEA. (3) The miRNA is hsa-miR-4537 with sequence UGAGCCGAGCUGAGCUUAGCUG. The protein sequence of the target gene is MQAPRAALVFALVIALVPVGRGNYEELENSGDTTVESERPNKVTIPSTFAAVTIKETLNANINSTNFAPDENQLEFILMVLIPLILLVLLLLSVVFLATYYKRKRTKQEPSSQGSQSALQTYELGSENVKVPIFEEDTPSVMEIEMEELDKWMNSMNRNADFECLPTLKEEKESNHNPSDSES. Result: 1 (interaction).